This data is from Forward reaction prediction with 1.9M reactions from USPTO patents (1976-2016). The task is: Predict the product of the given reaction. (1) Given the reactants C(=O)=O.[Cl:4][C:5]1[CH:10]=[CH:9][C:8]([CH:11]2[C:15]3[N:16]([CH:25]([CH3:27])[CH3:26])[C:17]([CH:19]4[CH2:24][CH2:23][O:22][CH2:21][CH2:20]4)=[N:18][C:14]=3[C:13](=[O:28])[N:12]2[C:29]2[CH:30]=[C:31]([CH3:39])[C:32]3[N:36]=[N:35][N:34]([CH3:37])[C:33]=3[CH:38]=2)=[CH:7][CH:6]=1, predict the reaction product. The product is: [Cl:4][C:5]1[CH:6]=[CH:7][C:8]([C@H:11]2[C:15]3[N:16]([CH:25]([CH3:27])[CH3:26])[C:17]([CH:19]4[CH2:20][CH2:21][O:22][CH2:23][CH2:24]4)=[N:18][C:14]=3[C:13](=[O:28])[N:12]2[C:29]2[CH:30]=[C:31]([CH3:39])[C:32]3[N:36]=[N:35][N:34]([CH3:37])[C:33]=3[CH:38]=2)=[CH:9][CH:10]=1. (2) Given the reactants [F:1][C:2]([F:26])([F:25])[C@H:3]1[CH2:8][CH2:7][C@H:6]([NH:9][C:10](=[O:24])[C:11]2[CH:16]=[C:15]([N+:17]([O-:19])=[O:18])[C:14]([NH:20][CH3:21])=[C:13]([CH3:22])[C:12]=2Cl)[CH2:5][CH2:4]1.[CH:27]12[CH2:32][CH:31]1[CH2:30][NH:29][CH2:28]2.CCN(C(C)C)C(C)C, predict the reaction product. The product is: [F:1][C:2]([F:26])([F:25])[C@H:3]1[CH2:8][CH2:7][C@H:6]([NH:9][C:10](=[O:24])[C:11]2[CH:16]=[C:15]([N+:17]([O-:19])=[O:18])[C:14]([NH:20][CH3:21])=[C:13]([CH3:22])[C:12]=2[N:29]2[CH2:30][CH:31]3[CH:27]([CH2:32]3)[CH2:28]2)[CH2:5][CH2:4]1. (3) The product is: [Cl:26][C:16]1[CH:15]=[C:14]([CH2:13][N:6]2[C:2]([CH3:1])=[CH:3][C:4]([C:7]([O:9][CH2:10][CH3:11])=[O:8])=[N:5]2)[C:22]2[O:21][C:20]([CH2:23][CH2:24][CH3:25])=[CH:19][C:18]=2[CH:17]=1. Given the reactants [CH3:1][C:2]1[NH:6][N:5]=[C:4]([C:7]([O:9][CH2:10][CH3:11])=[O:8])[CH:3]=1.Br[CH2:13][C:14]1[C:22]2[O:21][C:20]([CH2:23][CH2:24][CH3:25])=[CH:19][C:18]=2[CH:17]=[C:16]([Cl:26])[CH:15]=1.C(=O)([O-])[O-].[K+].[K+], predict the reaction product. (4) Given the reactants C1(O[C:8](=[O:27])[NH:9][C:10]2[CH:15]=[C:14]([C:16]([CH3:19])([CH3:18])[CH3:17])[CH:13]=[C:12]([NH:20][S:21]([CH3:24])(=[O:23])=[O:22])[C:11]=2[O:25][CH3:26])C=CC=CC=1.[Cl:28][C:29]1[N:34]=[C:33]([O:35][C:36]2[C:45]3[C:40](=[CH:41][CH:42]=[CH:43][CH:44]=3)[C:39]([NH2:46])=[CH:38][CH:37]=2)[CH:32]=[CH:31][N:30]=1.CCN(CC)CC, predict the reaction product. The product is: [C:16]([C:14]1[CH:15]=[C:10]([NH:9][C:8]([NH:46][C:39]2[C:40]3[C:45](=[CH:44][CH:43]=[CH:42][CH:41]=3)[C:36]([O:35][C:33]3[CH:32]=[CH:31][N:30]=[C:29]([Cl:28])[N:34]=3)=[CH:37][CH:38]=2)=[O:27])[C:11]([O:25][CH3:26])=[C:12]([NH:20][S:21]([CH3:24])(=[O:23])=[O:22])[CH:13]=1)([CH3:17])([CH3:19])[CH3:18]. (5) The product is: [C:1]([O:5][C:6]([N:8]1[CH2:13][C@@H:12]2[CH2:14][C@H:9]1[CH2:10][N:11]2[C:37](=[O:38])[C:36]1[CH:35]=[CH:34][C:33]([O:32][CH2:31][CH2:30][CH2:29][N:23]2[CH2:28][CH2:27][CH2:26][CH2:25][CH2:24]2)=[CH:41][CH:40]=1)=[O:7])([CH3:4])([CH3:2])[CH3:3]. Given the reactants [C:1]([O:5][C:6]([N:8]1[CH2:13][C@@H:12]2[CH2:14][C@H:9]1[CH2:10][NH:11]2)=[O:7])([CH3:4])([CH3:3])[CH3:2].C(N(CC)CC)C.Cl.[N:23]1([CH2:29][CH2:30][CH2:31][O:32][C:33]2[CH:41]=[CH:40][C:36]([C:37](Cl)=[O:38])=[CH:35][CH:34]=2)[CH2:28][CH2:27][CH2:26][CH2:25][CH2:24]1, predict the reaction product. (6) Given the reactants [NH2:1][CH2:2][C:3]1([NH:9][C:10](=[O:16])[O:11][C:12]([CH3:15])([CH3:14])[CH3:13])[CH2:8][CH2:7][O:6][CH2:5][CH2:4]1.C(=O)([O-])[O-].[Na+].[Na+].[C:23]([O:26][CH2:27][CH3:28])(=[O:25])C.[Cl-].[Na+], predict the reaction product. The product is: [CH2:27]([O:26][C:23]([NH:1][CH2:2][C:3]1([NH:9][C:10](=[O:16])[O:11][C:12]([CH3:13])([CH3:15])[CH3:14])[CH2:4][CH2:5][O:6][CH2:7][CH2:8]1)=[O:25])[C:28]1[CH:7]=[CH:8][CH:3]=[CH:4][CH:5]=1.